Dataset: Full USPTO retrosynthesis dataset with 1.9M reactions from patents (1976-2016). Task: Predict the reactants needed to synthesize the given product. (1) Given the product [N+:30]([C:33]1[CH:34]=[C:35]([CH:57]=[C:58]([N+:60]([O-:62])=[O:61])[CH:59]=1)[C:36]([O:38][CH2:39][CH2:40][CH2:41][CH2:42][CH2:43][CH2:44][O:45][C:46](=[O:56])/[CH:47]=[CH:48]/[C:49]1[CH:50]=[CH:51][C:52]([O:12][C:11](=[O:13])[C:10]2[CH:14]=[CH:15][C:7]([O:6][CH2:5][CH2:4][CH2:3][C:2]([F:16])([F:17])[F:1])=[CH:8][CH:9]=2)=[CH:53][CH:54]=1)=[O:37])([O-:32])=[O:31], predict the reactants needed to synthesize it. The reactants are: [F:1][C:2]([F:17])([F:16])[CH2:3][CH2:4][CH2:5][O:6][C:7]1[CH:15]=[CH:14][C:10]([C:11]([OH:13])=[O:12])=[CH:9][CH:8]=1.Cl.CN(C)CCCN=C=NCC.[N+:30]([C:33]1[CH:34]=[C:35]([CH:57]=[C:58]([N+:60]([O-:62])=[O:61])[CH:59]=1)[C:36]([O:38][CH2:39][CH2:40][CH2:41][CH2:42][CH2:43][CH2:44][O:45][C:46](=[O:56])/[CH:47]=[CH:48]/[C:49]1[CH:54]=[CH:53][C:52](O)=[CH:51][CH:50]=1)=[O:37])([O-:32])=[O:31]. (2) Given the product [Br:8][C:6]1[CH:5]=[CH:4][C:3]([N+:9]([O-:11])=[O:10])=[C:2]([CH:7]=1)[NH2:12], predict the reactants needed to synthesize it. The reactants are: F[C:2]1[CH:7]=[C:6]([Br:8])[CH:5]=[CH:4][C:3]=1[N+:9]([O-:11])=[O:10].[NH3:12].